Dataset: Full USPTO retrosynthesis dataset with 1.9M reactions from patents (1976-2016). Task: Predict the reactants needed to synthesize the given product. (1) Given the product [NH:21]1[C:17]([CH:14]2[CH2:15][CH2:16][NH:11][CH2:12][CH2:13]2)=[N:18][N:19]=[N:20]1, predict the reactants needed to synthesize it. The reactants are: C(OC([N:11]1[CH2:16][CH2:15][CH:14]([C:17]2[NH:21][N:20]=[N:19][N:18]=2)[CH2:13][CH2:12]1)=O)C1C=CC=CC=1.[H][H]. (2) Given the product [CH2:38]([N:5]1[C:4]2[CH:3]=[C:2]([CH2:1][OH:46])[CH:14]=[CH:13][C:12]=2[C:11]2[C:6]1=[CH:7][CH:8]=[CH:9][CH:10]=2)[CH2:39][CH2:40][CH2:41][CH2:42][CH3:43], predict the reactants needed to synthesize it. The reactants are: [CH3:1][C:2]1[CH:14]=[CH:13][C:12]2[C:11]3[C:6](=[CH:7][CH:8]=[CH:9][CH:10]=3)[NH:5][C:4]=2[C:3]=1OC(C1C=CC=CC=1)(C1C=CC=CC=1)C1C=CC=CC=1.[OH-].[Na+].Br[CH2:38][CH2:39][CH2:40][CH2:41][CH2:42][CH3:43].Cl.C([O-])(O)=[O:46].[Na+]. (3) Given the product [NH2:28][C:24]1[CH:23]=[C:22]([CH:27]=[CH:26][CH:25]=1)[O:21][C:19]1[N:20]=[C:15]([NH:14][C:11]2[CH:10]=[CH:9][C:8]([N:5]3[CH2:4][CH2:3][N:2]([CH3:1])[CH2:7][CH2:6]3)=[CH:13][CH:12]=2)[C:16]([C:34]([NH2:36])=[O:35])=[N:17][C:18]=1[CH:31]([CH3:32])[CH3:33], predict the reactants needed to synthesize it. The reactants are: [CH3:1][N:2]1[CH2:7][CH2:6][N:5]([C:8]2[CH:13]=[CH:12][C:11]([NH:14][C:15]3[C:16]([C:34]([NH2:36])=[O:35])=[N:17][C:18]([C:31]([CH3:33])=[CH2:32])=[C:19]([O:21][C:22]4[CH:27]=[CH:26][CH:25]=[C:24]([N+:28]([O-])=O)[CH:23]=4)[N:20]=3)=[CH:10][CH:9]=2)[CH2:4][CH2:3]1.C(O)C.